Dataset: Forward reaction prediction with 1.9M reactions from USPTO patents (1976-2016). Task: Predict the product of the given reaction. (1) The product is: [Cl:13][C:14]1[CH:19]=[CH:18][C:17]([C:2]2[C:3]([CH:4]=[O:5])=[CH:6][C:7]([N+:10]([O-:12])=[O:11])=[CH:8][CH:9]=2)=[CH:16][CH:15]=1. Given the reactants Cl[C:2]1[CH:9]=[CH:8][C:7]([N+:10]([O-:12])=[O:11])=[CH:6][C:3]=1[CH:4]=[O:5].[Cl:13][C:14]1[CH:19]=[CH:18][C:17](B(O)O)=[CH:16][CH:15]=1.C(=O)([O-])O.[Na+].O, predict the reaction product. (2) Given the reactants [N-:1]=[N+:2]=[N-:3].[Na+].Cl[C:6]1[N:7]=[C:8]2[CH:28]=[C:27]([Cl:29])[CH:26]=[N:25][C:9]2=[N:10][C:11]=1[N:12]1[CH2:15][CH:14]([N:16]([CH3:24])[C:17](=[O:23])[O:18][C:19]([CH3:22])([CH3:21])[CH3:20])[CH2:13]1, predict the reaction product. The product is: [Cl:29][C:27]1[CH:26]=[N:25][C:9]2[N:10]=[C:11]([N:12]3[CH2:13][CH:14]([N:16]([CH3:24])[C:17](=[O:23])[O:18][C:19]([CH3:22])([CH3:20])[CH3:21])[CH2:15]3)[C:6]3[N:1]([N:2]=[N:3][N:7]=3)[C:8]=2[CH:28]=1. (3) The product is: [NH2:1][CH:4]1[CH2:10][CH:9]([CH3:11])[CH2:8][N:7]([S:12]([C:15]2[CH:20]=[CH:19][CH:18]=[CH:17][N:16]=2)(=[O:14])=[O:13])[CH2:6][CH:5]1[OH:21]. Given the reactants [N:1]([CH:4]1[CH2:10][CH:9]([CH3:11])[CH2:8][N:7]([S:12]([C:15]2[CH:20]=[CH:19][CH:18]=[CH:17][N:16]=2)(=[O:14])=[O:13])[CH2:6][CH:5]1[OH:21])=[N+]=[N-].C1C=CC(P(C2C=CC=CC=2)C2C=CC=CC=2)=CC=1, predict the reaction product. (4) Given the reactants O=C1CCC(=O)N1[O:8][C:9](=O)[CH2:10][C:11]#[N:12].[NH:14]1[CH2:19][CH2:18][CH2:17][C@@H:16]([NH:20][C:21]2[CH:26]=[CH:25][N:24]=[C:23]([C:27]3[CH:28]=[N:29][N:30]4[CH:35]=[CH:34][C:33]([C:36]#[N:37])=[CH:32][C:31]=34)[N:22]=2)[CH2:15]1, predict the reaction product. The product is: [C:11]([CH2:10][C:9]([N:14]1[CH2:19][CH2:18][CH2:17][C@@H:16]([NH:20][C:21]2[CH:26]=[CH:25][N:24]=[C:23]([C:27]3[CH:28]=[N:29][N:30]4[CH:35]=[CH:34][C:33]([C:36]#[N:37])=[CH:32][C:31]=34)[N:22]=2)[CH2:15]1)=[O:8])#[N:12]. (5) Given the reactants Br[C:2]1[C:7]([Cl:8])=[CH:6][C:5]([C:9]2[CH:14]=[CH:13][C:12]([Cl:15])=[CH:11][CH:10]=2)=[CH:4][N:3]=1.[CH3:16][Si:17]([C:20]#[CH:21])([CH3:19])[CH3:18], predict the reaction product. The product is: [Cl:8][C:7]1[C:2]([C:21]#[C:20][Si:17]([CH3:19])([CH3:18])[CH3:16])=[N:3][CH:4]=[C:5]([C:9]2[CH:14]=[CH:13][C:12]([Cl:15])=[CH:11][CH:10]=2)[CH:6]=1. (6) The product is: [C:1]([C:5]1[CH:12]=[CH:11][C:8]([CH2:9][S:13][C:14]#[N:15])=[CH:7][CH:6]=1)([CH3:4])([CH3:3])[CH3:2]. Given the reactants [C:1]([C:5]1[CH:12]=[CH:11][C:8]([CH2:9]Br)=[CH:7][CH:6]=1)([CH3:4])([CH3:3])[CH3:2].[S-:13][C:14]#[N:15].[K+].[Br-].[K+].O, predict the reaction product.